Dataset: Reaction yield outcomes from USPTO patents with 853,638 reactions. Task: Predict the reaction yield, written as a fraction of the theoretical maximum amount of product (1.0 means a 100% yield; for example, 0.34 means a 34% yield). (1) The reactants are [CH2:1]([O:8][C:9]1[CH:14]=[CH:13][C:12]([CH2:15][C:16](Cl)=[N:17][OH:18])=[CH:11][CH:10]=1)[C:2]1[CH:7]=[CH:6][CH:5]=[CH:4][CH:3]=1.O1CCCC1.[C:25]([C:27]1[C:28]([NH2:36])=[N:29][C:30]([CH2:33][O:34][CH3:35])=[CH:31][CH:32]=1)#[CH:26].C(N(CC)CC)C. The catalyst is O. The product is [CH2:1]([O:8][C:9]1[CH:14]=[CH:13][C:12]([CH2:15][C:16]2[CH:26]=[C:25]([C:27]3[C:28]([NH2:36])=[N:29][C:30]([CH2:33][O:34][CH3:35])=[CH:31][CH:32]=3)[O:18][N:17]=2)=[CH:11][CH:10]=1)[C:2]1[CH:7]=[CH:6][CH:5]=[CH:4][CH:3]=1. The yield is 0.410. (2) The reactants are [Cl:1][C:2]1[CH:19]=[C:18]([Cl:20])[CH:17]=[CH:16][C:3]=1[CH2:4][N:5]1[C:9]([CH:10]=O)=[CH:8][C:7]([O:12][CH:13]([CH3:15])[CH3:14])=[N:6]1.C(OP([CH2:29][C:30]([O:32][CH2:33][CH3:34])=[O:31])(OCC)=O)C.[H-].[Na+].O. The catalyst is O1CCCC1.CN(C)C=O. The product is [Cl:1][C:2]1[CH:19]=[C:18]([Cl:20])[CH:17]=[CH:16][C:3]=1[CH2:4][N:5]1[C:9](/[CH:10]=[CH:29]/[C:30]([O:32][CH2:33][CH3:34])=[O:31])=[CH:8][C:7]([O:12][CH:13]([CH3:15])[CH3:14])=[N:6]1. The yield is 0.920. (3) The reactants are [Br:1][C:2]1[CH:7]=[CH:6][C:5]([C:8]2[N:9]=[C:10]([C:13](OCC)=[O:14])[NH:11][CH:12]=2)=[CH:4][CH:3]=1.COCCO[AlH2-]OCCOC.[Na+]. The catalyst is C1COCC1. The product is [Br:1][C:2]1[CH:3]=[CH:4][C:5]([C:8]2[N:9]=[C:10]([CH2:13][OH:14])[NH:11][CH:12]=2)=[CH:6][CH:7]=1. The yield is 0.710. (4) The reactants are Br[CH2:2][C:3](=O)[C:4]([C:6]1[CH:11]=[CH:10][CH:9]=[CH:8][C:7]=1[CH3:12])=[O:5].[C:14]([O:18][C:19](=[O:28])[NH:20][CH2:21][CH2:22][CH2:23][NH:24][C:25]([NH2:27])=[S:26])([CH3:17])([CH3:16])[CH3:15].CCN(CC)CC. The catalyst is CO. The product is [C:14]([O:18][C:19](=[O:28])[NH:20][CH2:21][CH2:22][CH2:23][NH:24][C:25]1[S:26][CH:2]=[C:3]([C:4](=[O:5])[C:6]2[CH:11]=[CH:10][CH:9]=[CH:8][C:7]=2[CH3:12])[N:27]=1)([CH3:17])([CH3:15])[CH3:16]. The yield is 0.710.